From a dataset of Forward reaction prediction with 1.9M reactions from USPTO patents (1976-2016). Predict the product of the given reaction. (1) Given the reactants [CH:1]1([C:4]([NH:6][C:7]2[N:8]=[C:9]3[CH:14]=[CH:13][C:12]([O:15][C:16]4[CH:17]=[C:18]([NH:22][C:23]([C:25]5[N:29]([CH3:30])[N:28]=[C:27]([CH3:31])[CH:26]=5)=[O:24])[CH:19]=[CH:20][CH:21]=4)=[CH:11][N:10]3[CH:32]=2)=[O:5])[CH2:3][CH2:2]1.O.[C:34]1([CH3:44])[CH:39]=[CH:38][C:37]([S:40]([OH:43])(=[O:42])=[O:41])=[CH:36][CH:35]=1, predict the reaction product. The product is: [C:34]1([CH3:44])[CH:35]=[CH:36][C:37]([S:40]([OH:43])(=[O:41])=[O:42])=[CH:38][CH:39]=1.[CH:1]1([C:4]([NH:6][C:7]2[N:8]=[C:9]3[CH:14]=[CH:13][C:12]([O:15][C:16]4[CH:17]=[C:18]([NH:22][C:23]([C:25]5[N:29]([CH3:30])[N:28]=[C:27]([CH3:31])[CH:26]=5)=[O:24])[CH:19]=[CH:20][CH:21]=4)=[CH:11][N:10]3[CH:32]=2)=[O:5])[CH2:3][CH2:2]1. (2) The product is: [CH2:9]([NH:16][C:17]([NH:19][C:21]1[CH:26]=[CH:25][CH:24]=[CH:23][CH:22]=1)=[O:18])[C:10]1[CH:15]=[CH:14][CH:13]=[CH:12][CH:11]=1. Given the reactants [O-]P([O-])([O-])=O.[K+].[K+].[K+].[CH2:9]([NH:16][C:17]([NH2:19])=[O:18])[C:10]1[CH:15]=[CH:14][CH:13]=[CH:12][CH:11]=1.Br[C:21]1[CH:26]=[CH:25][CH:24]=[CH:23][CH:22]=1.CNCCNC, predict the reaction product. (3) The product is: [I:17][C:18]1[CH:25]=[CH:24][C:21]([CH2:22][N:5]2[C:4]3[N:13]=[CH:14][CH:15]=[CH:16][C:3]=3[C:2](=[O:1])[C:7]([C:8]([O:10][CH2:11][CH3:12])=[O:9])=[N:6]2)=[CH:20][CH:19]=1. Given the reactants [O:1]=[C:2]1[C:7]([C:8]([O:10][CH2:11][CH3:12])=[O:9])=[N:6][NH:5][C:4]2[N:13]=[CH:14][CH:15]=[CH:16][C:3]1=2.[I:17][C:18]1[CH:25]=[CH:24][C:21]([CH2:22]Br)=[CH:20][CH:19]=1.[H-].[Na+].C(=O)(O)[O-].[Na+], predict the reaction product. (4) Given the reactants [C:1]([C:5]1[O:9][N:8]=[C:7]([C:10]2[CH:15]=[C:14](Cl)[C:13]([CH:17]3[CH2:19][CH2:18]3)=[CH:12][N:11]=2)[N:6]=1)([CH3:4])([CH3:3])[CH3:2].[CH:20]1([S:23]([O-:25])=[O:24])[CH2:22][CH2:21]1.[Na+].C(OCC)(=O)C.CCCCCCC, predict the reaction product. The product is: [C:1]([C:5]1[O:9][N:8]=[C:7]([C:10]2[CH:15]=[C:14]([S:23]([CH:20]3[CH2:22][CH2:21]3)(=[O:25])=[O:24])[C:13]([CH:17]3[CH2:19][CH2:18]3)=[CH:12][N:11]=2)[N:6]=1)([CH3:4])([CH3:3])[CH3:2].